Dataset: Full USPTO retrosynthesis dataset with 1.9M reactions from patents (1976-2016). Task: Predict the reactants needed to synthesize the given product. Given the product [O-:13][P:12]([O:15][P:16]([OH:19])([OH:18])=[O:17])(=[O:11])[O-:14].[CH2:33]([NH+:28]([CH2:24][CH2:25][CH2:26][CH3:27])[CH2:29][CH2:30][CH2:31][CH3:32])[CH2:34][CH2:35][CH3:36].[CH2:33]([NH+:28]([CH2:24][CH2:25][CH2:26][CH3:27])[CH2:29][CH2:30][CH2:31][CH3:32])[CH2:34][CH2:35][CH3:36], predict the reactants needed to synthesize it. The reactants are: O.O.O.O.O.O.O.O.O.O.[O-:11][P:12]([O:15][P:16]([O-:19])([O-:18])=[O:17])(=[O:14])[O-:13].[Na+].[Na+].[Na+].[Na+].[CH2:24]([N:28]([CH2:33][CH2:34][CH2:35][CH3:36])[CH2:29][CH2:30][CH2:31][CH3:32])[CH2:25][CH2:26][CH3:27].